Predict the product of the given reaction. From a dataset of Forward reaction prediction with 1.9M reactions from USPTO patents (1976-2016). (1) Given the reactants [NH2:1][C:2]1[CH:11]=[C:10]2[C:5]([CH2:6][CH2:7][NH:8][CH2:9]2)=[CH:4][CH:3]=1.CCN(CC)CC.Cl[C:20]([O:22][CH2:23][C:24]1[CH:29]=[CH:28][CH:27]=[CH:26][CH:25]=1)=[O:21], predict the reaction product. The product is: [CH2:23]([O:22][C:20]([N:8]1[CH2:7][CH2:6][C:5]2[C:10](=[CH:11][C:2]([NH2:1])=[CH:3][CH:4]=2)[CH2:9]1)=[O:21])[C:24]1[CH:29]=[CH:28][CH:27]=[CH:26][CH:25]=1. (2) Given the reactants [Cl:1][C:2]1[CH:3]=[C:4]([N:9]2[C:13]3=[CH:14][CH2:15][CH2:16][CH2:17][C:12]3([CH2:18][C:19]3[CH:26]=[CH:25][C:22]([C:23]#[N:24])=[CH:21][CH:20]=3)[NH:11][C:10]2=[O:27])[CH:5]=[C:6]([Cl:8])[CH:7]=1.[C:28](OC(=O)C)(=[O:30])[CH3:29], predict the reaction product. The product is: [C:28]([N:11]1[C:12]2([CH2:18][C:19]3[CH:20]=[CH:21][C:22]([C:23]#[N:24])=[CH:25][CH:26]=3)[CH2:17][CH2:16][CH2:15][CH:14]=[C:13]2[N:9]([C:4]2[CH:5]=[C:6]([Cl:8])[CH:7]=[C:2]([Cl:1])[CH:3]=2)[C:10]1=[O:27])(=[O:30])[CH3:29]. (3) Given the reactants [C:1]1([N:7]2[C@H:9]([C:10]3[CH:15]=[CH:14][CH:13]=[CH:12][CH:11]=3)[C@@H:8]2[C:16]2[CH:21]=[CH:20][CH:19]=[CH:18][CH:17]=2)[CH:6]=[CH:5][CH:4]=[CH:3][CH:2]=1.B(C1C(F)=C(F)C(F)=C(F)C=1F)(C1C(F)=C(F)C(F)=C(F)C=1F)C1C(F)=C(F)C(F)=C(F)C=1F, predict the reaction product. The product is: [C:16]1([CH:8]([NH:7][C:1]2[CH:6]=[CH:5][CH:4]=[CH:3][CH:2]=2)[CH2:9][C:10]2[CH:11]=[CH:12][CH:13]=[CH:14][CH:15]=2)[CH:17]=[CH:18][CH:19]=[CH:20][CH:21]=1. (4) Given the reactants [F:1][C:2]([F:14])([F:13])[C:3]1[C:7]([C:8]([O:10][CH2:11][CH3:12])=[O:9])=[CH:6][NH:5][N:4]=1.CS(O[CH:20]1[CH2:25][CH2:24][N:23]([C:26]2[N:31]=[CH:30][C:29]([CH2:32][CH3:33])=[CH:28][N:27]=2)[CH2:22][CH2:21]1)(=O)=O.C(OC(N1CCC(N2C=NC(COS(C)(=O)=O)=N2)CC1)=O)(C)(C)C, predict the reaction product. The product is: [CH2:32]([C:29]1[CH:28]=[N:27][C:26]([N:23]2[CH2:24][CH2:25][CH:20]([N:5]3[CH:6]=[C:7]([C:8]([O:10][CH2:11][CH3:12])=[O:9])[C:3]([C:2]([F:1])([F:13])[F:14])=[N:4]3)[CH2:21][CH2:22]2)=[N:31][CH:30]=1)[CH3:33].[CH2:32]([C:29]1[CH:28]=[N:27][C:26]([N:23]2[CH2:24][CH2:25][CH:20]([N:4]3[C:3]([C:2]([F:1])([F:13])[F:14])=[C:7]([C:8]([O:10][CH2:11][CH3:12])=[O:9])[CH:6]=[N:5]3)[CH2:21][CH2:22]2)=[N:31][CH:30]=1)[CH3:33].